This data is from Forward reaction prediction with 1.9M reactions from USPTO patents (1976-2016). The task is: Predict the product of the given reaction. (1) Given the reactants [C@@H:1]12[CH2:7][C@@H:4]([NH:5][CH2:6]1)[CH2:3][N:2]2[C:8]([O:10][C:11]([CH3:14])([CH3:13])[CH3:12])=[O:9].[Cl:15][C:16]1[C:21]([CH3:22])=[CH:20][C:19](I)=[CH:18][N:17]=1, predict the reaction product. The product is: [Cl:15][C:16]1[N:17]=[CH:18][C:19]([N:5]2[CH2:6][C@H:1]3[CH2:7][C@@H:4]2[CH2:3][N:2]3[C:8]([O:10][C:11]([CH3:14])([CH3:13])[CH3:12])=[O:9])=[CH:20][C:21]=1[CH3:22]. (2) Given the reactants [BH4-].[Na+].[NH2:3][C:4]1[C:5](/[C:14](=[N:22]/[CH2:23][CH2:24][N:25]([CH3:27])[CH3:26])/[C:15]2[CH:20]=[CH:19][C:18]([F:21])=[CH:17][CH:16]=2)=[CH:6][CH:7]=[C:8]2[C:13]=1[N:12]=[CH:11][CH:10]=[CH:9]2, predict the reaction product. The product is: [NH2:3][C:4]1[C:5]([CH:14]([C:15]2[CH:20]=[CH:19][C:18]([F:21])=[CH:17][CH:16]=2)[NH:22][CH2:23][CH2:24][N:25]([CH3:27])[CH3:26])=[CH:6][CH:7]=[C:8]2[C:13]=1[N:12]=[CH:11][CH:10]=[CH:9]2. (3) The product is: [S:1]([CH2:11][CH2:12][O:13][C:14](=[O:17])[CH:15]=[CH2:16])([C:4]1[CH:5]=[CH:6][C:7]([CH3:8])=[CH:9][CH:10]=1)(=[O:3])=[O:2].[OH:18][CH2:19][CH2:20][O:21][C:22](=[O:25])[CH:23]=[CH2:24].[CH3:26][O:27][C:28](=[O:32])[C:29]([CH3:31])=[CH2:30].[CH2:33]([O:37][C:38](=[O:42])[C:39]([CH3:41])=[CH2:40])[CH:34]1[O:36][CH2:35]1. Given the reactants [S:1]([CH2:11][CH2:12][O:13][C:14](=[O:17])[CH:15]=[CH2:16])([C:4]1[CH:10]=[CH:9][C:7]([CH3:8])=[CH:6][CH:5]=1)(=[O:3])=[O:2].[OH:18][CH2:19][CH2:20][O:21][C:22](=[O:25])[CH:23]=[CH2:24].[CH3:26][O:27][C:28](=[O:32])[C:29]([CH3:31])=[CH2:30].[CH2:33]([O:37][C:38](=[O:42])[C:39]([CH3:41])=[CH2:40])[CH:34]1[O:36][CH2:35]1, predict the reaction product. (4) The product is: [CH:1]1([C:4]2[CH:11]=[CH:10][CH:9]=[C:8]([F:12])[C:5]=2[CH2:6][OH:7])[CH2:3][CH2:2]1. Given the reactants [CH:1]1([C:4]2[CH:11]=[CH:10][CH:9]=[C:8]([F:12])[C:5]=2[CH:6]=[O:7])[CH2:3][CH2:2]1.[BH4-].[Na+].O, predict the reaction product. (5) Given the reactants [CH3:1][O:2][C:3]1[NH:4][C:5](=O)[C:6]([NH:9][C:10](=[O:18])[CH2:11][C:12]2[CH:17]=[CH:16][CH:15]=[CH:14][CH:13]=2)=[CH:7][N:8]=1.C(N(CC)CC)C.P(Cl)(Cl)([Cl:29])=O.C(=O)([O-])O.[Na+], predict the reaction product. The product is: [Cl:29][C:5]1[C:6]([NH:9][C:10](=[O:18])[CH2:11][C:12]2[CH:17]=[CH:16][CH:15]=[CH:14][CH:13]=2)=[CH:7][N:8]=[C:3]([O:2][CH3:1])[N:4]=1. (6) Given the reactants [C:1](=[O:20])([O:12][CH2:13][C:14]1[CH:15]=[N:16][CH:17]=[CH:18][CH:19]=1)OC1C=CC([N+]([O-])=O)=CC=1.CCN(C(C)C)C(C)C.[CH3:30][C@H:31]1[O:36][C@@H:35]([CH3:37])[CH2:34][NH:33][CH2:32]1.[ClH:38].CCOCC, predict the reaction product. The product is: [ClH:38].[CH3:37][C@H:35]1[O:36][C@@H:31]([CH3:30])[CH2:32][N:33]([C:1]([O:12][CH2:13][C:14]2[CH:15]=[N:16][CH:17]=[CH:18][CH:19]=2)=[O:20])[CH2:34]1. (7) Given the reactants [O:1]1[CH2:5][CH2:4][CH2:3][CH2:2]1.[F-].C([N+](C[CH2:21][CH2:22][CH3:23])(CCCC)CCCC)CCC.[CH2:24](OCC)C, predict the reaction product. The product is: [CH:21]1([CH2:2][C:3](=[CH2:24])[CH2:4][CH2:5][OH:1])[CH2:22][CH2:23]1. (8) Given the reactants [CH2:1]([N:3]1[CH2:7][CH2:6][CH2:5][C@H:4]1[C:8](O)=[O:9])[CH3:2].FC1C=CC(C(C2C=CC(F)=CC=2)N2CCNCC2)=CC=1.C1(N)C(F)=C(F)C(F)=C(N)C=1F.[ClH:44].Cl, predict the reaction product. The product is: [ClH:44].[ClH:44].[CH2:1]([N:3]1[CH2:7][CH2:6][CH2:5][C@H:4]1[CH:8]=[O:9])[CH3:2].